This data is from Forward reaction prediction with 1.9M reactions from USPTO patents (1976-2016). The task is: Predict the product of the given reaction. (1) Given the reactants [N:1]1([C:7]([O:9][C:10]([CH3:13])([CH3:12])[CH3:11])=[O:8])[CH2:6][CH2:5][NH:4][CH2:3][CH2:2]1.[CH2:14]([O:16][C:17]([C:19]1[N:20]=[C:21]([CH2:24]Cl)[S:22][CH:23]=1)=[O:18])[CH3:15].C(=O)([O-])[O-].[K+].[K+].[I-].[Na+], predict the reaction product. The product is: [C:10]([O:9][C:7]([N:1]1[CH2:6][CH2:5][N:4]([CH2:24][C:21]2[S:22][CH:23]=[C:19]([C:17]([O:16][CH2:14][CH3:15])=[O:18])[N:20]=2)[CH2:3][CH2:2]1)=[O:8])([CH3:13])([CH3:12])[CH3:11]. (2) Given the reactants [Cl:1][C:2]1[CH:7]=[C:6]2[NH:8][C:9](=[O:31])[C:10]3([CH:15]([C:16]4[CH:21]=[CH:20][CH:19]=[C:18]([Cl:22])[CH:17]=4)[CH2:14][C:13](=[O:23])[NH:12][CH:11]3[C:24]3[CH:29]=[CH:28][CH:27]=[C:26](I)[CH:25]=3)[C:5]2=[CH:4][CH:3]=1.C[Si]([C:36]#[CH:37])(C)C.C(N(CC)CC)C, predict the reaction product. The product is: [Cl:1][C:2]1[CH:7]=[C:6]2[NH:8][C:9](=[O:31])[C:10]3([CH:15]([C:16]4[CH:21]=[CH:20][CH:19]=[C:18]([Cl:22])[CH:17]=4)[CH2:14][C:13](=[O:23])[NH:12][CH:11]3[C:24]3[CH:29]=[CH:28][CH:27]=[C:26]([C:36]#[CH:37])[CH:25]=3)[C:5]2=[CH:4][CH:3]=1. (3) Given the reactants [CH2:1]([O:8][C:9]([NH:11][CH2:12][CH2:13][O:14]N)=[O:10])[C:2]1[CH:7]=[CH:6][CH:5]=[CH:4][CH:3]=1.[C:16]([O:20][C:21]([NH:23][C:24](C1C=CNN=1)=[N:25][C:26]([O:28][C:29]([CH3:32])([CH3:31])[CH3:30])=[O:27])=[O:22])([CH3:19])([CH3:18])[CH3:17].C[N:39](C)C=O, predict the reaction product. The product is: [C:29]([O:28][C:26]([N:25]([O:14][CH2:13][CH2:12][NH:11][C:9]([O:8][CH2:1][C:2]1[CH:7]=[CH:6][CH:5]=[CH:4][CH:3]=1)=[O:10])[C:24]([NH:23][C:21]([O:20][C:16]([CH3:17])([CH3:18])[CH3:19])=[O:22])=[NH:39])=[O:27])([CH3:30])([CH3:31])[CH3:32]. (4) Given the reactants [C:1](=[O:3])=[O:2].[OH-:4].[Na+:5], predict the reaction product. The product is: [C:1]([O-:4])([OH:3])=[O:2].[Na+:5].[C:1]([O-:4])([O-:3])=[O:2].[Na+:5].[Na+:5]. (5) Given the reactants [CH:1]1[CH:10]=[CH:9][CH:8]=[C:7]2[C:2]=1[C:3]1[N:13]3[O:14][CH2:15][CH2:16][CH2:17][C:12]3=[N:11][C:4]=1[CH:5]=[N:6]2.ClC1C=C(C=CC=1)C(OO)=[O:23], predict the reaction product. The product is: [CH:1]1[CH:10]=[CH:9][CH:8]=[C:7]2[C:2]=1[C:3]1[N:13]3[O:14][CH2:15][CH2:16][CH2:17][C:12]3=[N:11][C:4]=1[CH:5]=[N+:6]2[O-:23]. (6) The product is: [CH3:1][O:2][C:3]1[CH:4]=[C:5]([CH2:6][OH:7])[CH:8]=[CH:9][C:10]=1[O:11][CH2:12][C:13]1[N:14]=[C:15]([C:19]2[CH:24]=[CH:23][CH:22]=[CH:21][CH:20]=2)[S:16][C:17]=1[CH3:18]. Given the reactants [CH3:1][O:2][C:3]1[CH:4]=[C:5]([CH:8]=[CH:9][C:10]=1[O:11][CH2:12][C:13]1[N:14]=[C:15]([C:19]2[CH:24]=[CH:23][CH:22]=[CH:21][CH:20]=2)[S:16][C:17]=1[CH3:18])[CH:6]=[O:7].C(O)C.[BH4-].[Na+].O, predict the reaction product. (7) Given the reactants [C:1]1([CH:11]=O)[C:10]2[C:5](=[CH:6][CH:7]=[CH:8][CH:9]=2)[CH:4]=[CH:3][CH:2]=1.C(O[BH-](OC(=O)C)OC(=O)C)(=O)C.[Na+].[N+:27]([C:30]1[C:38]2[N:37]=[C:36]([NH:39][CH2:40][CH:41]3[CH2:46][CH2:45][NH:44][CH2:43][CH2:42]3)[NH:35][C:34]=2[CH:33]=[CH:32][CH:31]=1)([O-:29])=[O:28].O, predict the reaction product. The product is: [C:1]1([CH2:11][N:44]2[CH2:45][CH2:46][CH:41]([CH2:40][NH:39][C:36]3[NH:35][C:34]4[CH:33]=[CH:32][CH:31]=[C:30]([N+:27]([O-:29])=[O:28])[C:38]=4[N:37]=3)[CH2:42][CH2:43]2)[C:10]2[C:5](=[CH:6][CH:7]=[CH:8][CH:9]=2)[CH:4]=[CH:3][CH:2]=1. (8) Given the reactants [H-].[Al+3].[Li+].[H-].[H-].[H-].[F:7][C:8]1[CH:13]=[CH:12][C:11]([CH:14]2[CH2:19][C:18](=O)[NH:17][CH2:16][CH:15]2[CH2:21][O:22][C:23]2[CH:28]=[CH:27][C:26]3[O:29][CH2:30][O:31][C:25]=3[CH:24]=2)=[CH:10][CH:9]=1, predict the reaction product. The product is: [F:7][C:8]1[CH:13]=[CH:12][C:11]([CH:14]2[CH2:19][CH2:18][NH:17][CH2:16][CH:15]2[CH2:21][O:22][C:23]2[CH:28]=[CH:27][C:26]3[O:29][CH2:30][O:31][C:25]=3[CH:24]=2)=[CH:10][CH:9]=1.